Dataset: P-glycoprotein inhibition data for predicting drug efflux from Broccatelli et al.. Task: Regression/Classification. Given a drug SMILES string, predict its absorption, distribution, metabolism, or excretion properties. Task type varies by dataset: regression for continuous measurements (e.g., permeability, clearance, half-life) or binary classification for categorical outcomes (e.g., BBB penetration, CYP inhibition). Dataset: pgp_broccatelli. The drug is COc1cc2c(cc1OC)CN(CCc1ccc(NC(=O)c3ccccc3Br)cc1)CC2. The result is 1 (inhibitor).